This data is from Reaction yield outcomes from USPTO patents with 853,638 reactions. The task is: Predict the reaction yield, written as a fraction of the theoretical maximum amount of product (1.0 means a 100% yield; for example, 0.34 means a 34% yield). The reactants are C(=O)([O-])[O-].[K+].[K+].[CH2:7](Br)[C:8]1[CH:13]=[CH:12][CH:11]=[CH:10][CH:9]=1.[Cl:15][C:16]1[CH:17]=[CH:18][C:19]([OH:25])=[C:20]([C:22](=[O:24])[CH3:23])[CH:21]=1. The catalyst is CN(C)C=O. The product is [CH2:7]([O:25][C:19]1[CH:18]=[CH:17][C:16]([Cl:15])=[CH:21][C:20]=1[C:22](=[O:24])[CH3:23])[C:8]1[CH:13]=[CH:12][CH:11]=[CH:10][CH:9]=1. The yield is 0.999.